From a dataset of Full USPTO retrosynthesis dataset with 1.9M reactions from patents (1976-2016). Predict the reactants needed to synthesize the given product. (1) Given the product [F:11][C:2]1[CH:7]=[CH:6][C:5]([N+:8]([O-:10])=[O:9])=[CH:4][N:3]=1, predict the reactants needed to synthesize it. The reactants are: Cl[C:2]1[CH:7]=[CH:6][C:5]([N+:8]([O-:10])=[O:9])=[CH:4][N:3]=1.[F-:11].[K+]. (2) Given the product [C:1]([N:4]1[C:13]2[C:8](=[CH:9][C:10]([C:14]([NH2:16])=[O:15])=[CH:11][CH:12]=2)[C@H:7]([NH:17][C:18]2[CH:23]=[CH:22][CH:21]=[C:20]([CH:24]([OH:26])[CH3:25])[N:19]=2)[C@@H:6]([CH3:34])[C@@H:5]1[CH:35]1[CH2:36][CH2:37]1)(=[O:3])[CH3:2], predict the reactants needed to synthesize it. The reactants are: [C:1]([N:4]1[C:13]2[C:8](=[CH:9][C:10]([C:14]([NH2:16])=[O:15])=[CH:11][CH:12]=2)[C@H:7]([NH:17][C:18]2[CH:23]=[CH:22][CH:21]=[C:20]([CH:24]([O:26][Si](C(C)(C)C)(C)C)[CH3:25])[N:19]=2)[C@@H:6]([CH3:34])[C@@H:5]1[CH:35]1[CH2:37][CH2:36]1)(=[O:3])[CH3:2].CCCC[N+](CCCC)(CCCC)CCCC.[F-]. (3) The reactants are: FC(F)(F)C(O)=O.[CH:8]([N:11]1[C:15]([C:16]2[N:25]=[C:24]3[N:18]([CH2:19][CH2:20][O:21][C:22]4[CH:29]=[C:28]([CH:30]5[CH2:35][CH2:34][NH:33][CH2:32][CH2:31]5)[CH:27]=[CH:26][C:23]=43)[CH:17]=2)=[N:14][CH:13]=[N:12]1)([CH3:10])[CH3:9].C(=O)([O-])[O-].[K+].[K+].Br[CH2:43][CH2:44][O:45][CH:46]1[CH2:51][CH2:50][CH2:49][CH2:48][O:47]1. Given the product [CH:8]([N:11]1[C:15]([C:16]2[N:25]=[C:24]3[N:18]([CH2:19][CH2:20][O:21][C:22]4[CH:29]=[C:28]([CH:30]5[CH2:35][CH2:34][N:33]([CH2:43][CH2:44][O:45][CH:46]6[CH2:51][CH2:50][CH2:49][CH2:48][O:47]6)[CH2:32][CH2:31]5)[CH:27]=[CH:26][C:23]=43)[CH:17]=2)=[N:14][CH:13]=[N:12]1)([CH3:10])[CH3:9], predict the reactants needed to synthesize it. (4) Given the product [NH:3]([CH2:25][CH2:23][CH2:24][CH:13]=[C:12]([CH3:14])[C:11]([NH2:10])=[O:15])[C:2]([NH2:4])=[NH:1], predict the reactants needed to synthesize it. The reactants are: [NH2:1][C:2]([NH2:4])=[NH:3].Cl.NCCC[NH:10][C:11](=[O:15])[C:12]([CH3:14])=[CH2:13].[OH-].[Na+].C(N([CH2:23][CH3:24])CC)C.[C:25](#N)C. (5) Given the product [Cl:44][C:22]1[C:23]([NH:25][C:26]2[CH:31]=[CH:30][C:29]([N:32]3[CH2:37][CH2:36][O:35][CH2:34][CH2:33]3)=[CH:28][C:27]=2[S:38]([N:41]([CH3:43])[CH3:42])(=[O:39])=[O:40])=[N:24][C:19]([NH:1][C:2]2[CH:3]=[CH:4][C:5]3[C:11]([CH3:12])([CH3:13])[CH2:10][CH2:9][C:8](=[O:14])[N:7]([CH2:15][CH3:16])[C:6]=3[CH:17]=2)=[N:20][CH:21]=1, predict the reactants needed to synthesize it. The reactants are: [NH2:1][C:2]1[CH:3]=[CH:4][C:5]2[C:11]([CH3:13])([CH3:12])[CH2:10][CH2:9][C:8](=[O:14])[N:7]([CH2:15][CH3:16])[C:6]=2[CH:17]=1.Cl[C:19]1[N:24]=[C:23]([NH:25][C:26]2[CH:31]=[CH:30][C:29]([N:32]3[CH2:37][CH2:36][O:35][CH2:34][CH2:33]3)=[CH:28][C:27]=2[S:38]([N:41]([CH3:43])[CH3:42])(=[O:40])=[O:39])[C:22]([Cl:44])=[CH:21][N:20]=1. (6) Given the product [NH:20]1[C:21]2[C:26](=[CH:25][CH:24]=[CH:23][CH:22]=2)[CH:27]=[C:19]1[C:17]([NH:16][C:8]1[C:9]2[O:10][CH2:11][CH2:12][CH2:13][O:14][C:15]=2[C:5]([C:3]([OH:4])=[O:2])=[CH:6][CH:7]=1)=[O:18], predict the reactants needed to synthesize it. The reactants are: C[O:2][C:3]([C:5]1[C:15]2[O:14][CH2:13][CH2:12][CH2:11][O:10][C:9]=2[C:8]([NH:16][C:17]([C:19]2[NH:20][C:21]3[C:26]([CH:27]=2)=[CH:25][CH:24]=[CH:23][CH:22]=3)=[O:18])=[CH:7][CH:6]=1)=[O:4].[OH-].[Na+]. (7) The reactants are: [Br:1][C:2]12[CH2:12][C:6]3(CO)[CH2:7][C:8]([CH3:11])([CH2:10][C:4]([CH3:15])([CH2:5]3)[CH2:3]1)[CH2:9]2.[NH:16]1[CH:20]=[CH:19][CH:18]=[N:17]1.C(C=P(CCCC)(CCCC)CCCC)#N. Given the product [Br:1][C:2]12[CH2:12][C:6]3([N:16]4[CH:20]=[CH:19][CH:18]=[N:17]4)[CH2:5][C:4]([CH3:15])([CH2:10][C:8]([CH3:11])([CH2:7]3)[CH2:9]1)[CH2:3]2, predict the reactants needed to synthesize it. (8) Given the product [F:1][C:2]1[CH:3]=[C:4]2[C:5]([C:8](=[O:25])[CH2:9][C:10]3([CH2:11][N:12]([C:14]([O:16][CH2:17][C:18]4[CH:19]=[CH:20][CH:21]=[CH:22][CH:23]=4)=[O:15])[CH2:13]3)[O:26]2)=[CH:6][CH:7]=1, predict the reactants needed to synthesize it. The reactants are: [F:1][C:2]1[CH:7]=[CH:6][C:5]([C:8](=[O:25])[CH2:9][C:10]2(O)[CH2:13][N:12]([C:14]([O:16][CH2:17][C:18]3[CH:23]=[CH:22][CH:21]=[CH:20][CH:19]=3)=[O:15])[CH2:11]2)=[C:4]([OH:26])[CH:3]=1.N1C=CC=CC=1.FC(F)(F)C(OC(=O)C(F)(F)F)=O.N12CCCN=C1CCCCC2. (9) Given the product [F:32][C:15]1[CH:16]=[C:17]([N:20]2[CH2:24][C@H:23]([CH2:25][N:26]3[CH:30]=[CH:29][N:28]=[N:27]3)[O:22][C:21]2=[O:31])[CH:18]=[CH:19][C:14]=1[C:11]1[CH:10]=[CH:9][C:8]([C:5]2[CH2:4][C@@H:3]([CH2:2][NH:1][C:66]([C@@H:65]3[CH2:69][CH2:70][CH2:71][N:64]3[C:57]([O:59][C:60]([CH3:63])([CH3:62])[CH3:61])=[O:58])=[O:67])[O:7][N:6]=2)=[N:13][CH:12]=1, predict the reactants needed to synthesize it. The reactants are: [NH2:1][CH2:2][C@H:3]1[O:7][N:6]=[C:5]([C:8]2[N:13]=[CH:12][C:11]([C:14]3[CH:19]=[CH:18][C:17]([N:20]4[CH2:24][C@H:23]([CH2:25][N:26]5[CH:30]=[CH:29][N:28]=[N:27]5)[O:22][C:21]4=[O:31])=[CH:16][C:15]=3[F:32])=[CH:10][CH:9]=2)[CH2:4]1.CN(C(ON1N=NC2C=CC=NC1=2)=[N+](C)C)C.F[P-](F)(F)(F)(F)F.[C:57]([N:64]1[CH2:71][CH2:70][CH2:69][C@H:65]1[C:66](O)=[O:67])([O:59][C:60]([CH3:63])([CH3:62])[CH3:61])=[O:58].C(N(C(C)C)CC)(C)C. (10) Given the product [NH2:6][C@@H:5]([CH3:4])[C@@H:19]([C:11]1[CH:16]=[CH:15][CH:14]=[CH:13][CH:12]=1)[O:22][C:2]1[CH:3]=[C:4]2[C:8](=[CH:9][CH:10]=1)[N:7]([C:11]1[CH:16]=[CH:15][C:14]([CH2:17][OH:18])=[CH:13][CH:12]=1)[N:6]=[CH:5]2, predict the reactants needed to synthesize it. The reactants are: I[C:2]1[CH:3]=[C:4]2[C:8](=[CH:9][CH:10]=1)[N:7]([C:11]1[CH:16]=[CH:15][C:14]([CH2:17][OH:18])=[CH:13][CH:12]=1)[N:6]=[CH:5]2.[C:19](=[O:22])([O-])[O-].[Cs+].[Cs+].